From a dataset of Forward reaction prediction with 1.9M reactions from USPTO patents (1976-2016). Predict the product of the given reaction. (1) Given the reactants [CH:1]1([CH2:4][O:5][C:6]2[CH:32]=[CH:31][C:9]3[N:10]=[C:11]([N:13]4[CH2:18][CH2:17][CH:16]([O:19][CH2:20][C@@H:21]([NH:23][C:24](=[O:30])OC(C)(C)C)[CH3:22])[CH2:15][CH2:14]4)[O:12][C:8]=3[CH:7]=2)[CH2:3][CH2:2]1.Cl.[C:34](OCC)(=O)C, predict the reaction product. The product is: [CH:1]1([CH2:4][O:5][C:6]2[CH:32]=[CH:31][C:9]3[N:10]=[C:11]([N:13]4[CH2:18][CH2:17][CH:16]([O:19][CH2:20][C@@H:21]([NH:23][C:24](=[O:30])[CH3:34])[CH3:22])[CH2:15][CH2:14]4)[O:12][C:8]=3[CH:7]=2)[CH2:2][CH2:3]1. (2) Given the reactants [CH3:1][N:2]1[C:7](=[O:8])[C:6]2=[CH:9][N:10]([CH2:12][C:13]3[C:22]4[C:17](=[CH:18][CH:19]=[CH:20][CH:21]=4)[CH:16]=[CH:15][CH:14]=3)[CH:11]=[C:5]2[C:4](=O)[NH:3]1.P(Cl)(Cl)([Cl:26])=O, predict the reaction product. The product is: [Cl:26][C:4]1[C:5]2[C:6](=[CH:9][N:10]([CH2:12][C:13]3[C:22]4[C:17](=[CH:18][CH:19]=[CH:20][CH:21]=4)[CH:16]=[CH:15][CH:14]=3)[CH:11]=2)[C:7](=[O:8])[N:2]([CH3:1])[N:3]=1. (3) Given the reactants C([NH:8][C:9]1[CH:14]=[CH:13][C:12]([CH:15]2[CH2:26][CH2:25][C:18]3([CH2:20][CH:19]3[C:21]([O:23][CH3:24])=[O:22])[CH2:17][CH2:16]2)=[CH:11][CH:10]=1)C1C=CC=CC=1, predict the reaction product. The product is: [NH2:8][C:9]1[CH:10]=[CH:11][C:12]([CH:15]2[CH2:26][CH2:25][C:18]3([CH2:20][CH:19]3[C:21]([O:23][CH3:24])=[O:22])[CH2:17][CH2:16]2)=[CH:13][CH:14]=1. (4) The product is: [CH3:32][C:13]1[CH:12]=[C:11]([C:4]2[C:5]([CH3:10])=[C:6]([C:7]([NH2:33])=[O:8])[N:2]([CH3:1])[N:3]=2)[CH:16]=[CH:15][C:14]=1[O:17][CH2:18][C:19]1[CH:24]=[CH:23][CH:22]=[CH:21][C:20]=1[N:25]1[C:29](=[O:30])[N:28]([CH3:31])[N:27]=[N:26]1. Given the reactants [CH3:1][N:2]1[C:6]([C:7](Cl)=[O:8])=[C:5]([CH3:10])[C:4]([C:11]2[CH:16]=[CH:15][C:14]([O:17][CH2:18][C:19]3[CH:24]=[CH:23][CH:22]=[CH:21][C:20]=3[N:25]3[C:29](=[O:30])[N:28]([CH3:31])[N:27]=[N:26]3)=[C:13]([CH3:32])[CH:12]=2)=[N:3]1.[NH3:33], predict the reaction product. (5) Given the reactants [OH:1][CH2:2][C@H:3]([N:25]1[C:33]([C:34]2[CH:39]=[CH:38][CH:37]=[CH:36][CH:35]=2)=[C:32]2[C:27]([N:28]([CH3:43])[C:29](=[O:42])[N:30]([CH3:41])[C:31]2=[O:40])=[CH:26]1)[CH2:4][S:5][C:6]([C:19]1[CH:24]=[CH:23][CH:22]=[CH:21][CH:20]=1)([C:13]1[CH:18]=[CH:17][CH:16]=[CH:15][CH:14]=1)[C:7]1[CH:12]=[CH:11][CH:10]=[CH:9][CH:8]=1.C(N(CC)CC)C.[CH3:51][S:52](Cl)(=[O:54])=[O:53], predict the reaction product. The product is: [CH3:51][S:52]([O:1][CH2:2][C@H:3]([N:25]1[C:33]([C:34]2[CH:39]=[CH:38][CH:37]=[CH:36][CH:35]=2)=[C:32]2[C:27]([N:28]([CH3:43])[C:29](=[O:42])[N:30]([CH3:41])[C:31]2=[O:40])=[CH:26]1)[CH2:4][S:5][C:6]([C:19]1[CH:24]=[CH:23][CH:22]=[CH:21][CH:20]=1)([C:13]1[CH:14]=[CH:15][CH:16]=[CH:17][CH:18]=1)[C:7]1[CH:12]=[CH:11][CH:10]=[CH:9][CH:8]=1)(=[O:54])=[O:53]. (6) Given the reactants C([N:8]1[CH2:17][CH2:16][C:15]2[C:10](=[CH:11][C:12](Cl)=[CH:13][CH:14]=2)[C:9]1([C:20]1[CH:24]=[C:23]([CH:25]2[O:29][CH2:28][CH2:27][O:26]2)[S:22][CH:21]=1)[CH3:19])C1C=CC=CC=1.CO.C(O)(=O)C, predict the reaction product. The product is: [O:29]1[CH2:28][CH2:27][O:26][CH:25]1[C:23]1[S:22][CH:21]=[C:20]([C:9]2([CH3:19])[C:10]3[C:15](=[CH:14][CH:13]=[CH:12][CH:11]=3)[CH2:16][CH2:17][NH:8]2)[CH:24]=1. (7) Given the reactants [CH2:1]([O:3][C:4](=[O:32])[CH:5]([C:10]1[CH:11]=[C:12]([C:22]2[CH:27]=[CH:26][C:25]([C:28]([F:31])([F:30])[F:29])=[CH:24][CH:23]=2)[CH:13]=[C:14]([CH:16]2[CH2:21][CH2:20][CH2:19][NH:18][CH2:17]2)[CH:15]=1)[CH2:6][CH:7]([CH3:9])[CH3:8])[CH3:2].[BH4-].[Na+], predict the reaction product. The product is: [CH2:1]([O:3][C:4](=[O:32])[CH:5]([C:10]1[CH:11]=[C:12]([C:22]2[CH:23]=[CH:24][C:25]([C:28]([F:29])([F:30])[F:31])=[CH:26][CH:27]=2)[CH:13]=[C:14]([CH:16]2[CH2:21][CH2:20][CH2:19][N:18]([CH:12]([C:22]3[CH:23]=[CH:24][C:25]([C:28]([F:29])([F:30])[F:31])=[CH:26][CH:27]=3)[CH3:11])[CH2:17]2)[CH:15]=1)[CH2:6][CH:7]([CH3:9])[CH3:8])[CH3:2]. (8) Given the reactants [OH:1][CH2:2][CH2:3][CH2:4][C:5]1[O:9][N:8]=[C:7]([C:10]([O:12]CC)=[O:11])[CH:6]=1.[C:15]1(P([C:15]2[CH:20]=[CH:19][CH:18]=[CH:17][CH:16]=2)[C:15]2[CH:20]=[CH:19][CH:18]=[CH:17][CH:16]=2)[CH:20]=[CH:19][CH:18]=[CH:17][CH:16]=1.C1(O)C=CC=CC=1.N(C(OCC)=O)=NC(OCC)=O.[OH-].[K+], predict the reaction product. The product is: [O:1]([CH2:2][CH2:3][CH2:4][C:5]1[O:9][N:8]=[C:7]([C:10]([OH:12])=[O:11])[CH:6]=1)[C:15]1[CH:20]=[CH:19][CH:18]=[CH:17][CH:16]=1. (9) Given the reactants [S:1]1[CH:5]=[CH:4][CH:3]=[C:2]1[C:6]([OH:8])=O.ON1C(=O)C2C=CC=CC=2N=N1.[N+:21]([C:24]1[CH:29]=[CH:28][C:27]([N:30]2[CH2:35][CH2:34][NH:33][CH2:32][CH2:31]2)=[CH:26][CH:25]=1)([O-:23])=[O:22].C(N(C(C)C)CC)(C)C, predict the reaction product. The product is: [N+:21]([C:24]1[CH:25]=[CH:26][C:27]([N:30]2[CH2:35][CH2:34][N:33]([C:6]([C:2]3[S:1][CH:5]=[CH:4][CH:3]=3)=[O:8])[CH2:32][CH2:31]2)=[CH:28][CH:29]=1)([O-:23])=[O:22].